From a dataset of Forward reaction prediction with 1.9M reactions from USPTO patents (1976-2016). Predict the product of the given reaction. (1) Given the reactants [CH3:1][S:2]([C:5]1[CH:10]=[CH:9][C:8](/[C:11](=[CH:17]\[CH:18]2[CH2:23][CH2:22][O:21][CH2:20][CH2:19]2)/[C:12]([O:14]CC)=[O:13])=[CH:7][CH:6]=1)(=[O:4])=[O:3].[OH-].[Na+], predict the reaction product. The product is: [CH3:1][S:2]([C:5]1[CH:6]=[CH:7][C:8](/[C:11](=[CH:17]\[CH:18]2[CH2:23][CH2:22][O:21][CH2:20][CH2:19]2)/[C:12]([OH:14])=[O:13])=[CH:9][CH:10]=1)(=[O:4])=[O:3]. (2) Given the reactants C([O:5]C(N1CCC[C@H]1CO)=O)(C)(C)C.[C:15]1([P:21]([C:28]2[CH:33]=[CH:32][CH:31]=[CH:30][CH:29]=2)[C:22]2[CH:27]=[CH:26][CH:25]=[CH:24][CH:23]=2)[CH:20]=[CH:19][CH:18]=[CH:17][CH:16]=1.N1C=CC(=O)NC=1.CC(OC(/N=N/C(OC(C)C)=O)=O)C, predict the reaction product. The product is: [C:28]1([P:21](=[O:5])([C:15]2[CH:16]=[CH:17][CH:18]=[CH:19][CH:20]=2)[C:22]2[CH:27]=[CH:26][CH:25]=[CH:24][CH:23]=2)[CH:29]=[CH:30][CH:31]=[CH:32][CH:33]=1. (3) Given the reactants [C:1]([O:8][CH2:9][CH3:10])(=[O:7])[C:2]([O:4]CC)=O.[O-]CC.[Na+].[C:15]([Si:19]([CH3:28])([CH3:27])[O:20][CH2:21][CH2:22][CH2:23][C:24](=[O:26])[CH3:25])([CH3:18])([CH3:17])[CH3:16], predict the reaction product. The product is: [CH2:9]([O:8][C:1](=[O:7])[C:2](=[O:4])[CH2:25][C:24](=[O:26])[CH2:23][CH2:22][CH2:21][O:20][Si:19]([C:15]([CH3:18])([CH3:17])[CH3:16])([CH3:27])[CH3:28])[CH3:10]. (4) Given the reactants [CH3:1][CH:2]([CH3:22])[CH2:3][CH:4]([C:6]1[CH:11]=[CH:10][C:9]([C:12]2[CH:17]=[CH:16][C:15]([C:18]([F:21])([F:20])[F:19])=[CH:14][CH:13]=2)=[CH:8][CH:7]=1)[NH2:5].CC(S(N)=O)(C)C.Cl[C:31]1[N:36]=[CH:35][C:34]([C:37]([O:39][CH3:40])=[O:38])=[CH:33][N:32]=1.C(N(C(C)C)CC)(C)C, predict the reaction product. The product is: [CH3:1][CH:2]([CH3:22])[CH2:3][CH:4]([NH:5][C:31]1[N:36]=[CH:35][C:34]([C:37]([O:39][CH3:40])=[O:38])=[CH:33][N:32]=1)[C:6]1[CH:11]=[CH:10][C:9]([C:12]2[CH:17]=[CH:16][C:15]([C:18]([F:19])([F:20])[F:21])=[CH:14][CH:13]=2)=[CH:8][CH:7]=1. (5) Given the reactants [CH3:1][O:2][C:3]1[CH:4]=[C:5]2[C:10](=[CH:11][C:12]=1[O:13][CH3:14])[N:9]=[CH:8][N:7]=[C:6]2[O:15][C:16]1[CH:22]=[CH:21][C:19]([NH2:20])=[CH:18][CH:17]=1.C(O)C.[CH3:26][C:27]1[CH:28]=[C:29]([C:33]([N:35]=[C:36]=[S:37])=[O:34])[CH:30]=[CH:31][CH:32]=1, predict the reaction product. The product is: [CH3:1][O:2][C:3]1[CH:4]=[C:5]2[C:10](=[CH:11][C:12]=1[O:13][CH3:14])[N:9]=[CH:8][N:7]=[C:6]2[O:15][C:16]1[CH:22]=[CH:21][C:19]([NH:20][C:36]([NH:35][C:33](=[O:34])[C:29]2[CH:30]=[CH:31][CH:32]=[C:27]([CH3:26])[CH:28]=2)=[S:37])=[CH:18][CH:17]=1.